Dataset: Aqueous solubility values for 9,982 compounds from the AqSolDB database. Task: Regression/Classification. Given a drug SMILES string, predict its absorption, distribution, metabolism, or excretion properties. Task type varies by dataset: regression for continuous measurements (e.g., permeability, clearance, half-life) or binary classification for categorical outcomes (e.g., BBB penetration, CYP inhibition). For this dataset (solubility_aqsoldb), we predict Y. (1) The Y is 0.523 log mol/L. The compound is CCN(CC)C(=O)C(Cl)=CCOP(=O)(OC)OC. (2) The compound is O=C1C(O)=C(C2CCC(c3ccc(Cl)cc3)CC2)C(=O)c2ccccc21. The Y is -5.93 log mol/L. (3) The Y is -1.84 log mol/L. The drug is Cn1c([N+](=O)[O-])cnc1COC(N)=O. (4) The drug is N#Cc1cccc([N+](=O)[O-])c1C#N. The Y is -2.94 log mol/L. (5) The Y is -4.30 log mol/L. The compound is Cc1ccc(S(=O)(=O)NC(=O)Nc2nccc(Nc3ccc(S(N)(=O)=O)cc3)n2)cc1. (6) The Y is -2.37 log mol/L. The compound is O=c1[nH]cc(Br)c(=O)[nH]1. (7) The compound is CC(C)(C)NC(=O)C1N(C(=O)C(O)C(Cc2ccccc2)NC(=O)COc2ccccc2)CSC1(C)C. The Y is -3.83 log mol/L. (8) The drug is CCCCN1CCCCC1C(=O)Nc1c(C)cccc1C. The Y is -3.22 log mol/L. (9) The drug is O=C(c1ccccc1)C1CCCCC1. The Y is -4.01 log mol/L. (10) The drug is COP(=O)(OC)SCn1c(=O)oc2cc(Cl)cnc21. The Y is -2.47 log mol/L.